This data is from Reaction yield outcomes from USPTO patents with 853,638 reactions. The task is: Predict the reaction yield, written as a fraction of the theoretical maximum amount of product (1.0 means a 100% yield; for example, 0.34 means a 34% yield). (1) The reactants are OC1CCN(CC2C=CC=CC=2)CC1.C([N:22]1[CH2:27][CH2:26][CH:25]([O:28][C:29](=[O:43])[NH:30][C:31]2[CH:36]=[CH:35][CH:34]=[CH:33][C:32]=2[C:37]2[CH:42]=[CH:41][CH:40]=[CH:39][CH:38]=2)[CH2:24][CH2:23]1)C1C=CC=CC=1.Cl.C([O-])=O.[NH4+]. The catalyst is C(O)C. The product is [NH:22]1[CH2:23][CH2:24][CH:25]([O:28][C:29](=[O:43])[NH:30][C:31]2[CH:36]=[CH:35][CH:34]=[CH:33][C:32]=2[C:37]2[CH:42]=[CH:41][CH:40]=[CH:39][CH:38]=2)[CH2:26][CH2:27]1. The yield is 1.00. (2) The reactants are C1C(=O)N([Br:8])C(=O)C1.[O:9]1[CH:14]=[CH:13][CH2:12][CH2:11][CH2:10]1.[C:15]([OH:18])(=[O:17])[CH3:16]. The catalyst is C(OCC)C. The product is [C:15]([O:18][CH:14]1[CH:13]([Br:8])[CH2:12][CH2:11][CH2:10][O:9]1)(=[O:17])[CH3:16]. The yield is 0.730. (3) The catalyst is C(Cl)Cl. The yield is 0.960. The product is [ClH:1].[NH2:16][CH:8]([CH2:9][C:10]1[CH:15]=[CH:14][CH:13]=[CH:12][CH:11]=1)[CH:7]([OH:24])[C:6]([NH:5][CH:2]1[CH2:4][CH2:3]1)=[O:25]. The reactants are [ClH:1].[CH:2]1([NH:5][C:6](=[O:25])[CH:7]([OH:24])[CH:8]([NH:16]C(=O)OC(C)(C)C)[CH2:9][C:10]2[CH:15]=[CH:14][CH:13]=[CH:12][CH:11]=2)[CH2:4][CH2:3]1.COC(C)(C)C. (4) The yield is 0.620. The catalyst is CN(C)C=O. The reactants are [CH:1]1([C:4]2[CH:12]=[C:11]([C:13]([F:16])([F:15])[F:14])[CH:10]=[CH:9][C:5]=2[C:6]([OH:8])=O)[CH2:3][CH2:2]1.C(N(CC)C(C)C)(C)C.F[P-](F)(F)(F)(F)F.N1(OC(N(C)C)=[N+](C)C)C2N=CC=CC=2N=N1.Cl.Cl.[N:52]1([CH:57]2[CH2:62][CH2:61][O:60][CH2:59][CH:58]2[NH2:63])[CH2:56][CH2:55][CH2:54][CH2:53]1. The product is [CH:1]1([C:4]2[CH:12]=[C:11]([C:13]([F:16])([F:15])[F:14])[CH:10]=[CH:9][C:5]=2[C:6]([NH:63][CH:58]2[CH:57]([N:52]3[CH2:53][CH2:54][CH2:55][CH2:56]3)[CH2:62][CH2:61][O:60][CH2:59]2)=[O:8])[CH2:2][CH2:3]1. (5) The reactants are [OH:1][C:2]1[CH:14]=[CH:13][C:5]2[C:6]([CH2:9][C:10]([OH:12])=[O:11])=[CH:7][O:8][C:4]=2[CH:3]=1.S(=O)(=O)(O)O.[CH3:20]O. No catalyst specified. The product is [OH:1][C:2]1[CH:14]=[CH:13][C:5]2[C:6]([CH2:9][C:10]([O:12][CH3:20])=[O:11])=[CH:7][O:8][C:4]=2[CH:3]=1. The yield is 0.700. (6) The reactants are C([O:5][C:6](=[O:24])[C@@H:7]1[CH2:11][CH2:10][CH2:9][N:8]1[C:12]([C:14]1[C:23]2[C:18](=[CH:19][CH:20]=[CH:21][CH:22]=2)[CH:17]=[CH:16][CH:15]=1)=[O:13])(C)(C)C.C(O)(C(F)(F)F)=O. The catalyst is ClCCl. The product is [C:14]1([C:12]([N:8]2[CH2:9][CH2:10][CH2:11][C@H:7]2[C:6]([OH:24])=[O:5])=[O:13])[C:23]2[C:18](=[CH:19][CH:20]=[CH:21][CH:22]=2)[CH:17]=[CH:16][CH:15]=1. The yield is 0.890. (7) The reactants are Cl.Cl.[CH:3]1([NH:8][C:9]2[N:14]3[N:15]=[C:16]([C:30]4[CH:35]=[CH:34][C:33]([F:36])=[CH:32][CH:31]=4)[C:17]([C:18]4[CH:23]=[CH:22][N:21]=[C:20]([NH:24][CH:25]5[CH2:29][CH2:28][CH2:27][CH2:26]5)[N:19]=4)=[C:13]3[CH:12]=[CH:11][C:10]=2[C:37]([OH:39])=O)[CH2:7][CH2:6][CH2:5][CH2:4]1.S(Cl)(Cl)=O.Cl.[NH2:45][OH:46].C(=O)([O-])[O-].[K+].[K+]. The catalyst is O1CCCC1.ClCCl.C(OCC)(=O)C. The product is [CH:3]1([NH:8][C:9]2[N:14]3[N:15]=[C:16]([C:30]4[CH:35]=[CH:34][C:33]([F:36])=[CH:32][CH:31]=4)[C:17]([C:18]4[CH:23]=[CH:22][N:21]=[C:20]([NH:24][CH:25]5[CH2:26][CH2:27][CH2:28][CH2:29]5)[N:19]=4)=[C:13]3[CH:12]=[CH:11][C:10]=2[C:37]([NH:45][OH:46])=[O:39])[CH2:7][CH2:6][CH2:5][CH2:4]1. The yield is 0.260. (8) The reactants are Cl[C:2]1[C:7]([C:8]#[N:9])=[CH:6][N:5]=[C:4]([CH3:10])[C:3]=1[I:11].[NH2:12][C:13]1[CH:21]=[CH:20][CH:19]=[C:18]2[C:14]=1[CH:15]=[CH:16][NH:17]2. The catalyst is C(O)C.C(=O)(O)[O-].[Na+]. The product is [NH:17]1[C:18]2[C:14](=[C:13]([NH:12][C:2]3[C:7]([C:8]#[N:9])=[CH:6][N:5]=[C:4]([CH3:10])[C:3]=3[I:11])[CH:21]=[CH:20][CH:19]=2)[CH:15]=[CH:16]1. The yield is 0.940. (9) The reactants are [NH2:1][C:2]1[CH:7]=[CH:6][CH:5]=[CH:4][C:3]=1[NH:8][C:9](=[O:28])[C:10]1[CH:15]=[CH:14][C:13]([CH2:16][N:17]2[CH2:25][C:24]3[C:19](=[CH:20][CH:21]=[CH:22][C:23]=3Br)[C:18]2=[O:27])=[CH:12][CH:11]=1.[C:29]([C:31]1[CH:36]=[CH:35][C:34](B(O)O)=[CH:33][CH:32]=1)#[N:30]. No catalyst specified. The product is [NH2:1][C:2]1[CH:7]=[CH:6][CH:5]=[CH:4][C:3]=1[NH:8][C:9](=[O:28])[C:10]1[CH:15]=[CH:14][C:13]([CH2:16][N:17]2[CH2:25][C:24]3[C:19](=[CH:20][CH:21]=[CH:22][C:23]=3[C:34]3[CH:35]=[CH:36][C:31]([C:29]#[N:30])=[CH:32][CH:33]=3)[C:18]2=[O:27])=[CH:12][CH:11]=1. The yield is 0.660.